This data is from Forward reaction prediction with 1.9M reactions from USPTO patents (1976-2016). The task is: Predict the product of the given reaction. (1) Given the reactants [F:1][CH:2]([F:11])[C:3]([C:5]1[CH:10]=[CH:9][CH:8]=[CH:7][CH:6]=1)=[O:4].Br[C:13]1[CH:18]=[CH:17][C:16]([C:19]([F:22])([F:21])[F:20])=[CH:15][CH:14]=1.ClC1C=CC(C(F)(F)F)=CC=1, predict the reaction product. The product is: [F:1][C:2]([F:11])([C:13]1[CH:18]=[CH:17][C:16]([C:19]([F:22])([F:21])[F:20])=[CH:15][CH:14]=1)[C:3]([C:5]1[CH:6]=[CH:7][CH:8]=[CH:9][CH:10]=1)=[O:4]. (2) Given the reactants [CH3:1][C:2]1[C:3]([C:11]2[S:12][CH:13]=[CH:14][CH:15]=2)=[N:4][O:5][C:6]=1[C:7]([F:10])([F:9])[F:8].[CH3:16][O:17][C:18]1[CH:26]=[CH:25][CH:24]=[CH:23][C:19]=1[C:20](Cl)=[O:21], predict the reaction product. The product is: [CH3:16][O:17][C:18]1[CH:26]=[CH:25][CH:24]=[CH:23][C:19]=1[C:20]([C:13]1[S:12][C:11]([C:3]2[C:2]([CH3:1])=[C:6]([C:7]([F:8])([F:10])[F:9])[O:5][N:4]=2)=[CH:15][CH:14]=1)=[O:21]. (3) The product is: [NH2:14][C:11]1[CH:10]=[CH:9][C:8]([CH2:7][C:6]([NH:5][CH2:4][CH2:3][CH2:2][OH:1])=[O:17])=[CH:13][CH:12]=1. Given the reactants [OH:1][CH2:2][CH2:3][CH2:4][NH:5][C:6](=[O:17])[CH2:7][C:8]1[CH:13]=[CH:12][C:11]([N+:14]([O-])=O)=[CH:10][CH:9]=1, predict the reaction product. (4) The product is: [Cl:19][C:20]1[C:28]2[N:27]=[C:26]3[N:29]([C:33]4[C:34]([CH3:42])=[N:35][C:36]([O:40][CH3:41])=[N:37][C:38]=4[CH3:39])[CH2:30][CH2:31][CH2:32][N:25]3[C:24]=2[C:23]([CH:43]([OH:44])[C:47]([F:50])([F:49])[F:48])=[CH:22][CH:21]=1. Given the reactants [F-].C([N+](CCCC)(CCCC)CCCC)CCC.[Cl:19][C:20]1[CH:21]=[CH:22][C:23]([CH:43]=[O:44])=[C:24]2[C:28]=1[N:27]=[C:26]1[N:29]([C:33]3[C:34]([CH3:42])=[N:35][C:36]([O:40][CH3:41])=[N:37][C:38]=3[CH3:39])[CH2:30][CH2:31][CH2:32][N:25]21.C[Si](C)(C)[C:47]([F:50])([F:49])[F:48].Cl.C(=O)([O-])O.[Na+], predict the reaction product. (5) Given the reactants [C:1]([N:9]=[C:10]=[S:11])(=[O:8])[C:2]1[CH:7]=[CH:6][CH:5]=[CH:4][CH:3]=1.[S:12]1([C:23]2[C:18](=[CH:19][CH:20]=[CH:21][CH:22]=2)[C:16](=[O:17])[NH:15]1)(=[O:14])=[O:13].O, predict the reaction product. The product is: [NH2:9][C:10]([NH2:15])=[S:11].[C:1]([N:15]1[C:16](=[O:17])[C:18]2[C:23](=[CH:22][CH:21]=[CH:20][CH:19]=2)[S:12]1(=[O:13])=[O:14])(=[O:8])[C:2]1[CH:7]=[CH:6][CH:5]=[CH:4][CH:3]=1. (6) The product is: [C:10]([O:13][C:14](=[O:15])[NH:1][C:2]1[CH:7]=[CH:6][CH:5]=[C:4]([SH:8])[CH:3]=1)([CH3:12])([CH3:11])[CH3:9]. Given the reactants [NH2:1][C:2]1[CH:3]=[C:4]([SH:8])[CH:5]=[CH:6][CH:7]=1.[CH3:9][C:10]([O:13][C:14](O[C:14]([O:13][C:10]([CH3:12])([CH3:11])[CH3:9])=[O:15])=[O:15])([CH3:12])[CH3:11].C([O-])(O)=O.[Na+], predict the reaction product. (7) Given the reactants [H-].[Na+].[CH2:3]([OH:10])[C:4]1[CH:9]=[CH:8][CH:7]=[CH:6][CH:5]=1.[Br:11][C:12]1[N:19]=[CH:18][CH:17]=[C:16](Br)[C:13]=1[C:14]#[N:15], predict the reaction product. The product is: [CH2:3]([O:10][C:16]1[C:13]([C:14]#[N:15])=[C:12]([Br:11])[N:19]=[CH:18][CH:17]=1)[C:4]1[CH:9]=[CH:8][CH:7]=[CH:6][CH:5]=1.